From a dataset of Reaction yield outcomes from USPTO patents with 853,638 reactions. Predict the reaction yield, written as a fraction of the theoretical maximum amount of product (1.0 means a 100% yield; for example, 0.34 means a 34% yield). The reactants are [N:1]1([C:7]2[CH:13]=[CH:12][C:10]([NH2:11])=[CH:9][CH:8]=2)[CH2:6][CH2:5][O:4][CH2:3][CH2:2]1.[N:14]([O-])=O.[Na+].C([O-])(=O)C.[Na+].[C:23]([CH2:26][C:27](=[O:29])[CH3:28])(=[O:25])[CH3:24]. The catalyst is C(O)(=O)C.Cl.O.C(O)C. The product is [N:1]1([C:7]2[CH:13]=[CH:12][C:10]([NH:11][N:14]=[C:26]([C:27](=[O:29])[CH3:28])[C:23](=[O:25])[CH3:24])=[CH:9][CH:8]=2)[CH2:2][CH2:3][O:4][CH2:5][CH2:6]1. The yield is 0.550.